From a dataset of Full USPTO retrosynthesis dataset with 1.9M reactions from patents (1976-2016). Predict the reactants needed to synthesize the given product. (1) Given the product [Cl:14][C:15]1[CH:35]=[CH:34][C:33]([O:36][C@@H:37]([CH:42]([CH3:44])[CH3:43])[C:38]([O:40][CH3:41])=[O:39])=[CH:32][C:16]=1[CH2:17][N:18]1[C:26]2[C:21](=[CH:22][C:23]([C:27](=[O:28])[NH:13][C@H:11]([C:7]3[CH:8]=[CH:9][CH:10]=[C:5]([CH:2]([CH3:4])[CH3:3])[CH:6]=3)[CH3:12])=[CH:24][CH:25]=2)[C:20]([CH3:30])=[C:19]1[CH3:31], predict the reactants needed to synthesize it. The reactants are: Cl.[CH:2]([C:5]1[CH:6]=[C:7]([C@@H:11]([NH2:13])[CH3:12])[CH:8]=[CH:9][CH:10]=1)([CH3:4])[CH3:3].[Cl:14][C:15]1[CH:35]=[CH:34][C:33]([O:36][C@@H:37]([CH:42]([CH3:44])[CH3:43])[C:38]([O:40][CH3:41])=[O:39])=[CH:32][C:16]=1[CH2:17][N:18]1[C:26]2[C:21](=[CH:22][C:23]([C:27](O)=[O:28])=[CH:24][CH:25]=2)[C:20]([CH3:30])=[C:19]1[CH3:31]. (2) The reactants are: [OH:1][C:2]1[CH:7]=[C:6]([C:8]([F:11])([F:10])[F:9])[CH:5]=[CH:4][C:3]=1[C:12]1[N:17]=[CH:16][N:15]=[C:14]([O:18][C:19]2[C:24]3[N:25]=[C:26]([NH:28][C:29](=[O:31])[CH3:30])[S:27][C:23]=3[CH:22]=[CH:21][CH:20]=2)[CH:13]=1.C1C=CC(N([S:39]([C:42]([F:45])([F:44])[F:43])(=[O:41])=[O:40])[S:39]([C:42]([F:45])([F:44])[F:43])(=[O:41])=[O:40])=CC=1.C(N(CC)C(C)C)(C)C.O. Given the product [C:29]([NH:28][C:26]1[S:27][C:23]2[CH:22]=[CH:21][CH:20]=[C:19]([O:18][C:14]3[N:15]=[CH:16][N:17]=[C:12]([C:3]4[CH:4]=[CH:5][C:6]([C:8]([F:11])([F:9])[F:10])=[CH:7][C:2]=4[O:1][S:39]([C:42]([F:45])([F:44])[F:43])(=[O:41])=[O:40])[CH:13]=3)[C:24]=2[N:25]=1)(=[O:31])[CH3:30], predict the reactants needed to synthesize it. (3) Given the product [Cl:1][C:2]1[CH:11]=[C:10]2[C:5]([CH:6]=[C:7]([CH3:26])[C:8]([CH:19]([OH:25])[C:20]([O:22][CH2:23][CH3:24])=[O:21])=[C:9]2[C:12]2[CH:13]=[CH:14][C:15]([Cl:18])=[CH:16][CH:17]=2)=[CH:4][CH:3]=1, predict the reactants needed to synthesize it. The reactants are: [Cl:1][C:2]1[CH:11]=[C:10]2[C:5]([CH:6]=[C:7]([CH3:26])[C:8]([C:19](=[O:25])[C:20]([O:22][CH2:23][CH3:24])=[O:21])=[C:9]2[C:12]2[CH:17]=[CH:16][C:15]([Cl:18])=[CH:14][CH:13]=2)=[CH:4][CH:3]=1.[BH4-].[Na+].[NH4+].[Cl-]. (4) Given the product [F:21][C:2]([F:1])([F:20])[O:3][C:4]1[CH:8]=[C:7]([NH2:9])[NH:6][N:5]=1, predict the reactants needed to synthesize it. The reactants are: [F:1][C:2]([F:21])([F:20])[O:3][C:4]1[CH:8]=[C:7]([N:9]2C(=O)C3C(=CC=CC=3)C2=O)[NH:6][N:5]=1.O.NN.O. (5) Given the product [Br:28][C:7]1[O:6][C:5]([C:1]([CH3:4])([CH3:2])[CH3:3])=[N:9][C:8]=1[C@@H:10]1[CH2:15][CH2:14][C@H:13]([F:16])[CH2:12][C@H:11]1[C:17]([O:19][CH3:20])=[O:18], predict the reactants needed to synthesize it. The reactants are: [C:1]([C:5]1[O:6][CH:7]=[C:8]([C@@H:10]2[CH2:15][CH2:14][C@H:13]([F:16])[CH2:12][C@H:11]2[C:17]([O:19][CH3:20])=[O:18])[N:9]=1)([CH3:4])([CH3:3])[CH3:2].C1C(=O)N([Br:28])C(=O)C1. (6) Given the product [Cl:21][C:10]1[S:11][C:7]([C:5]2[CH:4]=[N:3][N:2]([CH3:1])[CH:6]=2)=[N:8][N:9]=1, predict the reactants needed to synthesize it. The reactants are: [CH3:1][N:2]1[CH:6]=[C:5]([C:7]2[S:11][C:10](N)=[N:9][N:8]=2)[CH:4]=[N:3]1.C(O)(=O)C.N([O-])=O.[Na+].[ClH:21]. (7) Given the product [OH:1][C:2]1[C:3]([N+:58]([O-:60])=[O:59])=[C:4]([C:10](=[O:18])[CH2:11][C:12]2[CH:17]=[CH:16][CH:15]=[CH:14][CH:13]=2)[CH:5]=[CH:6][C:7]=1[O:8][CH3:9], predict the reactants needed to synthesize it. The reactants are: [OH:1][C:2]1[CH:3]=[C:4]([C:10](=[O:18])[CH2:11][C:12]2[CH:17]=[CH:16][CH:15]=[CH:14][CH:13]=2)[CH:5]=[CH:6][C:7]=1[O:8][CH3:9].S([O-])([O-])(=O)=O.C([N+](CCCC)(CCCC)CCCC)CCC.C([N+](CCCC)(CCCC)CCCC)CCC.[N+:58]([O-])([O:60]C(C)C)=[O:59].S(=O)(=O)(O)O.